From a dataset of Catalyst prediction with 721,799 reactions and 888 catalyst types from USPTO. Predict which catalyst facilitates the given reaction. (1) Reactant: [N+](C1C=CC(/C=C/C2N=C(NC3C=CC(OC4C=CN=C([C:32]([F:35])([F:34])[F:33])C=4)=CC=3)N=C(N)C=2)=CC=1)([O-])=O.[N+:37]([C:40]1[CH:45]=[CH:44][C:43](/[CH:46]=[CH:47]\[C:48]2[N:53]=[C:52]([NH2:54])[N:51]=[C:50]([NH:55][C:56]3[CH:61]=[CH:60][C:59]([O:62][C:63]4[CH:68]=[CH:67][N:66]=[C:65]([C:69]([F:72])([F:71])[F:70])[CH:64]=4)=[CH:58][CH:57]=3)[CH:49]=2)=[CH:42][CH:41]=1)([O-])=[O:38].[CH3:73][OH:74]. Product: [F:33][C:32]([F:35])([F:34])[C:73]([OH:38])=[O:74].[NH2:37][C:40]1[CH:45]=[CH:44][C:43]([CH2:46][CH2:47][C:48]2[N:53]=[C:52]([NH2:54])[N:51]=[C:50]([NH:55][C:56]3[CH:57]=[CH:58][C:59]([O:62][C:63]4[CH:68]=[CH:67][N:66]=[C:65]([C:69]([F:71])([F:72])[F:70])[CH:64]=4)=[CH:60][CH:61]=3)[CH:49]=2)=[CH:42][CH:41]=1. The catalyst class is: 45. (2) Reactant: CN(C(ON1N=NC2C=CC=NC1=2)=[N+](C)C)C.F[P-](F)(F)(F)(F)F.[N:25]1[C:34]2[C:29](=[CH:30][CH:31]=[CH:32][CH:33]=2)[CH:28]=[C:27]([C:35]2[C:36]3[C:48]([NH2:49])=[N:47][CH:46]=[N:45][C:37]=3[N:38]3[C:43]=2[CH2:42][CH2:41][CH:40]([NH2:44])[CH2:39]3)[CH:26]=1.Cl.[CH3:51][N:52]([CH3:59])[CH2:53]/[CH:54]=[CH:55]/[C:56](O)=[O:57].C(=O)(O)[O-].[Na+]. Product: [NH2:49][C:48]1[C:36]2[C:35]([C:27]3[CH:26]=[N:25][C:34]4[C:29]([CH:28]=3)=[CH:30][CH:31]=[CH:32][CH:33]=4)=[C:43]3[N:38]([C:37]=2[N:45]=[CH:46][N:47]=1)[CH2:39][CH:40]([NH:44][C:56](=[O:57])/[CH:55]=[CH:54]/[CH2:53][N:52]([CH3:59])[CH3:51])[CH2:41][CH2:42]3. The catalyst class is: 3. (3) Reactant: [Br:1][C:2]1[C:11]([O:12][Si:13]([C:16]([CH3:19])([CH3:18])[CH3:17])([CH3:15])[CH3:14])=[C:10]2[C:5]([CH:6]=[CH:7][C:8]([CH:20]=[N:21][NH:22][C:23]3[CH:28]=[CH:27][CH:26]=[CH:25][N:24]=3)=[N:9]2)=[CH:4][CH:3]=1.C(O)(=O)C.C(O)(=O)C.IC1C=CC=CC=1. Product: [N:22]1[N:21]=[C:20]([C:8]2[CH:7]=[CH:6][C:5]3[C:10](=[C:11]([O:12][Si:13]([C:16]([CH3:19])([CH3:17])[CH3:18])([CH3:15])[CH3:14])[C:2]([Br:1])=[CH:3][CH:4]=3)[N:9]=2)[N:24]2[CH:25]=[CH:26][CH:27]=[CH:28][C:23]=12. The catalyst class is: 2. (4) Reactant: Cl[C:2]1[C:7]([I:8])=[CH:6][CH:5]=[C:4]([C:9]([F:12])([F:11])[F:10])[N:3]=1.[NH:13]1[CH2:18][CH2:17][CH2:16][CH2:15][CH2:14]1.CCN(CC)CC. Product: [I:8][C:7]1[C:2]([N:13]2[CH2:18][CH2:17][CH2:16][CH2:15][CH2:14]2)=[N:3][C:4]([C:9]([F:12])([F:11])[F:10])=[CH:5][CH:6]=1. The catalyst class is: 41. (5) Reactant: [NH2:1][CH2:2][C:3]1[CH:4]=[C:5]([C:10]2[CH:15]=[CH:14][C:13]([C:16]([F:19])([F:18])[F:17])=[CH:12][CH:11]=2)[CH:6]=[CH:7][C:8]=1[NH2:9].Cl[C:21](Cl)([O:23]C(=O)OC(Cl)(Cl)Cl)Cl.C(=O)([O-])O.[Na+]. Product: [F:19][C:16]([F:17])([F:18])[C:13]1[CH:14]=[CH:15][C:10]([C:5]2[CH:4]=[C:3]3[C:8](=[CH:7][CH:6]=2)[NH:9][C:21](=[O:23])[NH:1][CH2:2]3)=[CH:11][CH:12]=1. The catalyst class is: 7. (6) Reactant: [Na].C(O)C.[C:5]([O:13][CH2:14][CH3:15])(=[O:12])[CH2:6][C:7]([O:9][CH2:10][CH3:11])=[O:8].Br[CH2:17][C:18]1[CH:23]=[CH:22][C:21]([C:24]([F:27])([F:26])[F:25])=[CH:20][C:19]=1[CH2:28]Br. The catalyst class is: 28. Product: [F:25][C:24]([F:26])([F:27])[C:21]1[CH:20]=[C:19]2[C:18](=[CH:23][CH:22]=1)[CH2:17][C:6]([C:7]([O:9][CH2:10][CH3:11])=[O:8])([C:5]([O:13][CH2:14][CH3:15])=[O:12])[CH2:28]2.